Dataset: Catalyst prediction with 721,799 reactions and 888 catalyst types from USPTO. Task: Predict which catalyst facilitates the given reaction. (1) Reactant: [C:1]([O:5][C:6]([N:8]1[CH2:12][CH2:11][CH:10]([OH:13])[CH2:9]1)=[O:7])([CH3:4])([CH3:3])[CH3:2].O[C:15]1[CH:22]=[CH:21][C:18]([CH:19]=[O:20])=[CH:17][CH:16]=1.C1(P(C2C=CC=CC=2)C2C=CC=CC=2)C=CC=CC=1.N(C(OCC)=O)=NC(OCC)=O. Product: [C:1]([O:5][C:6]([N:8]1[CH2:12][CH2:11][CH:10]([O:13][C:15]2[CH:22]=[CH:21][C:18]([CH:19]=[O:20])=[CH:17][CH:16]=2)[CH2:9]1)=[O:7])([CH3:4])([CH3:2])[CH3:3]. The catalyst class is: 7. (2) Reactant: CCN(C(C)C)C(C)C.[F:10][C:11]([F:28])([F:27])[O:12][C:13]1[CH:14]=[CH:15][CH:16]=[C:17]2[C:22]=1[O:21][C:20](=[O:23])[C:19]([C:24]([OH:26])=O)=[CH:18]2.CN(C(ON1N=NC2C=CC=NC1=2)=[N+](C)C)C.F[P-](F)(F)(F)(F)F.[CH2:53]([O:55][C:56]1[CH:61]=[CH:60][C:59]([C:62]2[CH:67]=[CH:66][CH:65]=[C:64]([NH2:68])[CH:63]=2)=[CH:58][CH:57]=1)[CH3:54]. Product: [CH2:53]([O:55][C:56]1[CH:57]=[CH:58][C:59]([C:62]2[CH:67]=[CH:66][CH:65]=[C:64]([NH:68][C:24]([C:19]3[C:20](=[O:23])[O:21][C:22]4[C:17]([CH:18]=3)=[CH:16][CH:15]=[CH:14][C:13]=4[O:12][C:11]([F:10])([F:28])[F:27])=[O:26])[CH:63]=2)=[CH:60][CH:61]=1)[CH3:54]. The catalyst class is: 3. (3) Reactant: CS(C)=O.[CH3:5][N:6]([CH3:12])[C@H:7]1[CH2:11][CH2:10][NH:9][CH2:8]1.[C:13]([C:15]1[C:20]2[N:21]=[C:22]([C:24]([N:26]([CH3:30])[CH2:27][CH2:28][CH3:29])=[O:25])[O:23][C:19]=2[C:18](F)=[C:17]([C:32]2[CH:37]=[CH:36][CH:35]=[CH:34][CH:33]=2)[C:16]=1[CH3:38])#[N:14].C(N(CC)CC)C. The catalyst class is: 170. Product: [C:13]([C:15]1[C:20]2[N:21]=[C:22]([C:24]([N:26]([CH3:30])[CH2:27][CH2:28][CH3:29])=[O:25])[O:23][C:19]=2[C:18]([N:9]2[CH2:10][CH2:11][C@H:7]([N:6]([CH3:12])[CH3:5])[CH2:8]2)=[C:17]([C:32]2[CH:33]=[CH:34][CH:35]=[CH:36][CH:37]=2)[C:16]=1[CH3:38])#[N:14].